Dataset: NCI-60 drug combinations with 297,098 pairs across 59 cell lines. Task: Regression. Given two drug SMILES strings and cell line genomic features, predict the synergy score measuring deviation from expected non-interaction effect. (1) Drug 1: CC1=C2C(C(=O)C3(C(CC4C(C3C(C(C2(C)C)(CC1OC(=O)C(C(C5=CC=CC=C5)NC(=O)OC(C)(C)C)O)O)OC(=O)C6=CC=CC=C6)(CO4)OC(=O)C)O)C)O. Drug 2: CCC1=C2CN3C(=CC4=C(C3=O)COC(=O)C4(CC)O)C2=NC5=C1C=C(C=C5)O. Cell line: T-47D. Synergy scores: CSS=1.55, Synergy_ZIP=8.59, Synergy_Bliss=8.70, Synergy_Loewe=-17.6, Synergy_HSA=-3.56. (2) Drug 1: CC1OCC2C(O1)C(C(C(O2)OC3C4COC(=O)C4C(C5=CC6=C(C=C35)OCO6)C7=CC(=C(C(=C7)OC)O)OC)O)O. Drug 2: COCCOC1=C(C=C2C(=C1)C(=NC=N2)NC3=CC=CC(=C3)C#C)OCCOC.Cl. Cell line: SF-539. Synergy scores: CSS=10.6, Synergy_ZIP=-0.894, Synergy_Bliss=-1.05, Synergy_Loewe=-13.3, Synergy_HSA=-0.464.